Dataset: Catalyst prediction with 721,799 reactions and 888 catalyst types from USPTO. Task: Predict which catalyst facilitates the given reaction. (1) Reactant: Br[CH2:2][C:3]([C:5]1[CH:10]=[CH:9][C:8]([Br:11])=[CH:7][CH:6]=1)=O.[NH2:12][C:13]1[CH:18]=[CH:17][C:16]([CH3:19])=[CH:15][N:14]=1.C(=O)([O-])O.[Na+]. Product: [Br:11][C:8]1[CH:9]=[CH:10][C:5]([C:3]2[N:12]=[C:13]3[CH:18]=[CH:17][C:16]([CH3:19])=[CH:15][N:14]3[CH:2]=2)=[CH:6][CH:7]=1. The catalyst class is: 8. (2) Reactant: [Cl:1][C:2]1[C:7]([NH2:8])=[C:6]([NH2:9])[CH:5]=[CH:4][N:3]=1.[C:10](OCC)(=O)[CH:11]=[O:12].C1(C)C=CC=CC=1. Product: [Cl:1][C:2]1[C:7]2[N:8]=[CH:10][C:11](=[O:12])[NH:9][C:6]=2[CH:5]=[CH:4][N:3]=1. The catalyst class is: 8. (3) Reactant: [F:1][CH2:2][CH2:3][O:4][CH2:5][CH2:6][O:7][CH2:8][CH2:9][O:10][C:11]1[CH:23]=[C:22]2[C:14]([C:15]3[CH:16]=[CH:17][C:18]([NH:24]C(=O)OC(C)(C)C)=[CH:19][C:20]=3[NH:21]2)=[CH:13][CH:12]=1.Cl. Product: [F:1][CH2:2][CH2:3][O:4][CH2:5][CH2:6][O:7][CH2:8][CH2:9][O:10][C:11]1[CH:23]=[C:22]2[C:14]([C:15]3[CH:16]=[CH:17][C:18]([NH2:24])=[CH:19][C:20]=3[NH:21]2)=[CH:13][CH:12]=1. The catalyst class is: 12. (4) Reactant: C([N:4]1[C:12]2[C:7](=[CH:8][C:9]([CH:13]=[CH:14][S:15]([C:18]3[CH:23]=[CH:22][CH:21]=[CH:20][CH:19]=3)(=[O:17])=[O:16])=[CH:10][CH:11]=2)[C:6]([CH2:24][C@H:25]2[CH2:29][CH2:28][CH2:27][N:26]2[CH3:30])=[CH:5]1)(=O)C.CO.C(=O)([O-])[O-].[K+].[K+]. Product: [C:18]1([S:15]([CH:14]=[CH:13][C:9]2[CH:8]=[C:7]3[C:12](=[CH:11][CH:10]=2)[NH:4][CH:5]=[C:6]3[CH2:24][C@H:25]2[CH2:29][CH2:28][CH2:27][N:26]2[CH3:30])(=[O:17])=[O:16])[CH:19]=[CH:20][CH:21]=[CH:22][CH:23]=1. The catalyst class is: 6. (5) Reactant: CO[C:3]([C:5]1[N:6]=[C:7]([C:25]#[N:26])[C:8]2[C:13]([C:14]=1[OH:15])=[CH:12][CH:11]=[C:10]([O:16][C:17]1[CH:22]=[CH:21][CH:20]=[CH:19][C:18]=1OC)[CH:9]=2)=[O:4].[NH2:27][C@H:28]([CH2:35][C:36]1[CH:41]=[CH:40][CH:39]=[CH:38][CH:37]=1)[C@@H:29]([OH:34])[C:30]([O:32][CH3:33])=[O:31].CCN(CC)CC. Product: [C:25]([C:7]1[C:8]2[C:13](=[CH:12][CH:11]=[C:10]([O:16][C:17]3[CH:22]=[CH:21][CH:20]=[CH:19][CH:18]=3)[CH:9]=2)[C:14]([OH:15])=[C:5]([C:3]([NH:27][C@H:28]([CH2:35][C:36]2[CH:41]=[CH:40][CH:39]=[CH:38][CH:37]=2)[C@@H:29]([OH:34])[C:30]([O:32][CH3:33])=[O:31])=[O:4])[N:6]=1)#[N:26]. The catalyst class is: 5.